Dataset: Forward reaction prediction with 1.9M reactions from USPTO patents (1976-2016). Task: Predict the product of the given reaction. Given the reactants [C:1]1(B(O)O)[CH:6]=[CH:5][CH:4]=[CH:3][CH:2]=1.[CH3:10][C:11]1[CH:16]=[CH:15][C:14]([OH:17])=[CH:13][C:12]=1[N+:18]([O-:20])=[O:19].FC1C(OC)=C(F)C=C2C=1C=CN2C.CCN(CC)CC, predict the reaction product. The product is: [O:17]([C:14]1[CH:15]=[CH:16][C:11]([CH3:10])=[C:12]([N+:18]([O-:20])=[O:19])[CH:13]=1)[C:1]1[CH:6]=[CH:5][CH:4]=[CH:3][CH:2]=1.